From a dataset of Catalyst prediction with 721,799 reactions and 888 catalyst types from USPTO. Predict which catalyst facilitates the given reaction. (1) Reactant: [H-].[Na+].[Cl:3][C:4]1[CH:9]=[CH:8][C:7]([S:10]([N:13]2[CH2:18][CH2:17][CH2:16][CH2:15][CH2:14]2)(=[O:12])=[O:11])=[CH:6][C:5]=1[CH2:19][OH:20].Br[CH2:22][C:23]([O:25][C:26]([CH3:29])([CH3:28])[CH3:27])=[O:24]. Product: [C:26]([O:25][C:23](=[O:24])[CH2:22][O:20][CH2:19][C:5]1[CH:6]=[C:7]([S:10]([N:13]2[CH2:14][CH2:15][CH2:16][CH2:17][CH2:18]2)(=[O:12])=[O:11])[CH:8]=[CH:9][C:4]=1[Cl:3])([CH3:29])([CH3:28])[CH3:27]. The catalyst class is: 1. (2) Reactant: C(OC(=O)/[N:10]=[C:11](/[NH2:35])\[C:12]1[CH:17]=[CH:16][C:15]([CH2:18][NH:19][C:20](=[O:34])[C@H:21]([O:31][CH2:32][CH3:33])[C:22]2[CH:27]=[CH:26][C:25]([O:28][CH3:29])=[CH:24][C:23]=2[F:30])=[CH:14][CH:13]=1)C1C=CC=CC=1.[CH3:37][C:38]([OH:40])=[O:39]. Product: [C:38]([OH:40])(=[O:39])[CH3:37].[C:11]([C:12]1[CH:13]=[CH:14][C:15]([CH2:18][NH:19][C:20](=[O:34])[C@H:21]([O:31][CH2:32][CH3:33])[C:22]2[CH:27]=[CH:26][C:25]([O:28][CH3:29])=[CH:24][C:23]=2[F:30])=[CH:16][CH:17]=1)(=[NH:10])[NH2:35]. The catalyst class is: 50. (3) Reactant: CN1CCOCC1.[C:8]([O:12][C:13]([NH:15][C@H:16]([C:22]([O:24][CH3:25])=[O:23])[CH2:17][CH2:18][C:19]([OH:21])=O)=[O:14])([CH3:11])([CH3:10])[CH3:9].[C:26]([O:30][C:31]([NH:33][CH2:34][CH2:35][NH:36][CH2:37][CH2:38][NH:39][C:40](=[O:46])[O:41][C:42]([CH3:45])([CH3:44])[CH3:43])=[O:32])([CH3:29])([CH3:28])[CH3:27]. Product: [C:42]([O:41][C:40]([NH:39][CH2:38][CH2:37][N:36]([CH2:35][CH2:34][NH:33][C:31]([O:30][C:26]([CH3:29])([CH3:28])[CH3:27])=[O:32])[C:19]([CH2:18][CH2:17][C@H:16]([NH:15][C:13]([O:12][C:8]([CH3:9])([CH3:10])[CH3:11])=[O:14])[C:22]([O:24][CH3:25])=[O:23])=[O:21])=[O:46])([CH3:45])([CH3:44])[CH3:43]. The catalyst class is: 2. (4) Reactant: [Br:1]Br.[F:3][C:4]1[CH:5]=[C:6]2[C:11](=[CH:12][CH:13]=1)[C:10](=[O:14])[N:9]([CH3:15])[CH:8]=[CH:7]2. Product: [Br:1][C:7]1[C:6]2[C:11](=[CH:12][CH:13]=[C:4]([F:3])[CH:5]=2)[C:10](=[O:14])[N:9]([CH3:15])[CH:8]=1. The catalyst class is: 15. (5) Reactant: [C:1]([OH:6])(=O)[C:2]([CH3:4])=[CH2:3].ClC(OCC)=O.C(N(CC)CC)C.[NH2:20][C:21]1[CH:26]=[CH:25][C:24]([S:27]([NH2:30])(=[O:29])=[O:28])=[CH:23][CH:22]=1. Product: [NH2:30][S:27]([C:24]1[CH:23]=[CH:22][C:21]([NH:20][C:1](=[O:6])[C:2]([CH3:4])=[CH2:3])=[CH:26][CH:25]=1)(=[O:28])=[O:29]. The catalyst class is: 10. (6) Reactant: C[O:2][C:3]1[CH:8]=[CH:7][C:6](/[CH:9]=[CH:10]/[C:11]2[CH:16]=[CH:15][CH:14]=[CH:13][CH:12]=2)=[CH:5][CH:4]=1.B(Br)(Br)Br. Product: [OH:2][C:3]1[CH:4]=[CH:5][C:6](/[CH:9]=[CH:10]/[C:11]2[CH:12]=[CH:13][CH:14]=[CH:15][CH:16]=2)=[CH:7][CH:8]=1. The catalyst class is: 2. (7) Reactant: [Si:1]([O:8][C@H:9]1[CH2:18][C:17]([CH3:20])([CH3:19])[CH2:16][C:15]2[N:14]=[C:13](Cl)[C:12]3[C@@H:22]([C:30]4[CH:35]=[CH:34][C:33]([C:36]([F:39])([F:38])[F:37])=[CH:32][CH:31]=4)[O:23][C:24]4([CH2:29][CH2:28][O:27][CH2:26][CH2:25]4)[C:11]=3[C:10]1=2)([C:4]([CH3:7])([CH3:6])[CH3:5])([CH3:3])[CH3:2].[C:40]([B-](F)(F)F)([CH3:42])=[CH2:41].[K+].C1(C)C=CC=CC=1.C(=O)([O-])[O-].[Cs+].[Cs+]. Product: [Si:1]([O:8][C@H:9]1[CH2:18][C:17]([CH3:20])([CH3:19])[CH2:16][C:15]2[N:14]=[C:13]([C:40]([CH3:42])=[CH2:41])[C:12]3[C@@H:22]([C:30]4[CH:35]=[CH:34][C:33]([C:36]([F:39])([F:38])[F:37])=[CH:32][CH:31]=4)[O:23][C:24]4([CH2:29][CH2:28][O:27][CH2:26][CH2:25]4)[C:11]=3[C:10]1=2)([C:4]([CH3:7])([CH3:6])[CH3:5])([CH3:3])[CH3:2]. The catalyst class is: 30.